Dataset: Forward reaction prediction with 1.9M reactions from USPTO patents (1976-2016). Task: Predict the product of the given reaction. Given the reactants [O:1]1[C:5]2[CH:6]=[CH:7][CH:8]=[CH:9][C:4]=2[C:3](=O)[CH2:2]1.Cl.[CH3:12][O:13][NH2:14].CC([O-])=O.[Na+].ClCCl, predict the reaction product. The product is: [CH3:12][O:13][N:14]=[C:3]1[C:4]2[CH:9]=[CH:8][CH:7]=[CH:6][C:5]=2[O:1][CH2:2]1.